This data is from Forward reaction prediction with 1.9M reactions from USPTO patents (1976-2016). The task is: Predict the product of the given reaction. (1) Given the reactants [Cl:1][C:2]1[C:3]([C:12]([F:15])([F:14])[F:13])=[N:4][N:5]([CH2:8][C:9]([OH:11])=O)[C:6]=1[CH3:7].[F:16][C:17]1[CH:22]=[C:21]([F:23])[CH:20]=[CH:19][C:18]=1[N:24]1[C:32]2[CH2:31][CH2:30][CH2:29][NH:28][C:27]=2[CH:26]=[N:25]1, predict the reaction product. The product is: [Cl:1][C:2]1[C:3]([C:12]([F:15])([F:14])[F:13])=[N:4][N:5]([CH2:8][C:9]([N:28]2[CH2:29][CH2:30][CH2:31][C:32]3[N:24]([C:18]4[CH:19]=[CH:20][C:21]([F:23])=[CH:22][C:17]=4[F:16])[N:25]=[CH:26][C:27]2=3)=[O:11])[C:6]=1[CH3:7]. (2) Given the reactants C([NH:5][S:6]([C:9]1[S:10][C:11]([C:14]2[CH:19]=[C:18]([C:20]3[N:25]=[C:24]([C:26]4[CH:31]=[CH:30][C:29]([Cl:32])=[CH:28][CH:27]=4)[CH:23]=[C:22]([CH3:33])[N:21]=3)[CH:17]=[CH:16][N:15]=2)=[CH:12][CH:13]=1)(=[O:8])=[O:7])(C)(C)C.C(O)(C(F)(F)F)=O, predict the reaction product. The product is: [Cl:32][C:29]1[CH:28]=[CH:27][C:26]([C:24]2[CH:23]=[C:22]([CH3:33])[N:21]=[C:20]([C:18]3[CH:17]=[CH:16][N:15]=[C:14]([C:11]4[S:10][C:9]([S:6]([NH2:5])(=[O:7])=[O:8])=[CH:13][CH:12]=4)[CH:19]=3)[N:25]=2)=[CH:31][CH:30]=1. (3) Given the reactants [F:1][C:2]1[CH:3]=[C:4]([O:9][C:10]2[CH:15]=[CH:14][C:13]([CH2:16][O:17][C:18]3[CH:23]=[CH:22][NH:21][C:20](=[O:24])[CH:19]=3)=[CH:12][CH:11]=2)[CH:5]=[CH:6][C:7]=1[CH3:8].Cl[CH2:26][C:27]1[CH:28]=[N:29][N:30]([CH3:32])[CH:31]=1, predict the reaction product. The product is: [F:1][C:2]1[CH:3]=[C:4]([O:9][C:10]2[CH:15]=[CH:14][C:13]([CH2:16][O:17][C:18]3[CH:23]=[CH:22][N:21]([CH2:26][C:27]4[CH:28]=[N:29][N:30]([CH3:32])[CH:31]=4)[C:20](=[O:24])[CH:19]=3)=[CH:12][CH:11]=2)[CH:5]=[CH:6][C:7]=1[CH3:8]. (4) Given the reactants [CH3:1][C:2]1[C:10]2[CH2:9][O:8][C:7](=[O:11])[C:6]=2[CH:5]=[CH:4][C:3]=1[S:12][CH2:13][CH:14]1[CH2:19][CH2:18][N:17](C(OC(C)(C)C)=O)[CH2:16][CH2:15]1.[F:27][C:28]([F:34])([F:33])S(O)(=O)=O, predict the reaction product. The product is: [F:27][C:28]([F:34])([F:33])[C:7]([O-:11])=[O:8].[CH3:1][C:2]1[C:10]2[CH2:9][O:8][C:7](=[O:11])[C:6]=2[CH:5]=[CH:4][C:3]=1[S:12][CH2:13][CH:14]1[CH2:19][CH2:18][NH2+:17][CH2:16][CH2:15]1. (5) Given the reactants [CH:1]12[O:8][CH:5]([CH2:6][CH2:7]1)[CH2:4][N:3]([C:9]1[CH:14]=[C:13]([NH:15][CH:16]([CH3:18])[CH3:17])[N:12]=[C:11](O)[N:10]=1)[CH2:2]2.O=P(Cl)(Cl)[Cl:22], predict the reaction product. The product is: [CH:1]12[O:8][CH:5]([CH2:6][CH2:7]1)[CH2:4][N:3]([C:9]1[N:10]=[C:11]([Cl:22])[N:12]=[C:13]([NH:15][CH:16]([CH3:18])[CH3:17])[CH:14]=1)[CH2:2]2. (6) Given the reactants [OH:1][CH2:2][C:3]1[C:4]([NH:19][CH2:20][CH2:21][CH2:22][NH:23][C:24](=[O:33])[O:25][CH2:26][C:27]2[CH:32]=[CH:31][CH:30]=[CH:29][CH:28]=2)=[N:5][C:6]([NH:9][C:10]2[CH:15]=[CH:14][CH:13]=[C:12]([N+:16]([O-:18])=[O:17])[CH:11]=2)=[N:7][CH:8]=1.Cl[Si:35]([C:38]([CH3:41])([CH3:40])[CH3:39])([CH3:37])[CH3:36].N1C=CN=C1, predict the reaction product. The product is: [C:27]1([CH2:26][O:25][C:24](=[O:33])[NH:23][CH2:22][CH2:21][CH2:20][NH:19][C:4]2[C:3]([CH2:2][O:1][Si:35]([C:38]([CH3:41])([CH3:40])[CH3:39])([CH3:37])[CH3:36])=[CH:8][N:7]=[C:6]([NH:9][C:10]3[CH:15]=[CH:14][CH:13]=[C:12]([N+:16]([O-:18])=[O:17])[CH:11]=3)[N:5]=2)[CH:28]=[CH:29][CH:30]=[CH:31][CH:32]=1. (7) Given the reactants [N:1]1[CH:6]=[CH:5][CH:4]=[CH:3][C:2]=1[C:7]1[O:11][CH:10]=[N:9][CH:8]=1.[CH3:12][O:13][C:14]([CH:16](C)[CH2:17][CH2:18][C:19](O)=[O:20])=[O:15], predict the reaction product. The product is: [O:20]=[C:19]([C:10]1[O:11][C:7]([C:2]2[CH:3]=[CH:4][CH:5]=[CH:6][N:1]=2)=[CH:8][N:9]=1)[CH2:18][CH2:17][CH2:16][C:14]([O:13][CH3:12])=[O:15].